This data is from Peptide-MHC class II binding affinity with 134,281 pairs from IEDB. The task is: Regression. Given a peptide amino acid sequence and an MHC pseudo amino acid sequence, predict their binding affinity value. This is MHC class II binding data. (1) The peptide sequence is MRNVFDDVVPADFKV. The MHC is HLA-DPA10201-DPB10101 with pseudo-sequence HLA-DPA10201-DPB10101. The binding affinity (normalized) is 0.232. (2) The peptide sequence is EKVDAAFKVAATAAN. The MHC is DRB1_0301 with pseudo-sequence DRB1_0301. The binding affinity (normalized) is 0.244. (3) The peptide sequence is LEVTEVFNFSQDDLL. The MHC is DRB1_0101 with pseudo-sequence DRB1_0101. The binding affinity (normalized) is 0. (4) The peptide sequence is TSLFQHMLDLRAGKS. The MHC is DRB1_0101 with pseudo-sequence DRB1_0101. The binding affinity (normalized) is 0.800. (5) The peptide sequence is EKKYCAATQFEPLAA. The MHC is HLA-DPA10201-DPB10501 with pseudo-sequence HLA-DPA10201-DPB10501. The binding affinity (normalized) is 0.540. (6) The peptide sequence is YVDRFFKTLRAEQASQDV. The MHC is DRB1_0301 with pseudo-sequence DRB1_0301. The binding affinity (normalized) is 0.448. (7) The peptide sequence is RNEWILESDHLIAEM. The MHC is DRB1_0701 with pseudo-sequence DRB1_0701. The binding affinity (normalized) is 0.309. (8) The peptide sequence is FEIKCTKPEACSGEP. The MHC is DRB1_0405 with pseudo-sequence DRB1_0405. The binding affinity (normalized) is 0.0792.